From a dataset of Reaction yield outcomes from USPTO patents with 853,638 reactions. Predict the reaction yield, written as a fraction of the theoretical maximum amount of product (1.0 means a 100% yield; for example, 0.34 means a 34% yield). The reactants are [CH3:1][O:2][C:3](=[O:13])[C:4]#[C:5][C:6]1[CH:11]=[CH:10][C:9]([Cl:12])=[CH:8][CH:7]=1.[F-:14].[Cs+].F.[K]. The catalyst is CN(C)C=O.O.C(OCC)(=O)C. The product is [CH3:1][O:2][C:3](=[O:13])/[CH:4]=[C:5](/[C:6]1[CH:11]=[CH:10][C:9]([Cl:12])=[CH:8][CH:7]=1)\[F:14]. The yield is 0.200.